Task: Binary Classification. Given a T-cell receptor sequence (or CDR3 region) and an epitope sequence, predict whether binding occurs between them.. Dataset: TCR-epitope binding with 47,182 pairs between 192 epitopes and 23,139 TCRs The epitope is HPVGEADYFEY. The TCR CDR3 sequence is CASSYTSGNTGELFF. Result: 0 (the TCR does not bind to the epitope).